The task is: Regression. Given a peptide amino acid sequence and an MHC pseudo amino acid sequence, predict their binding affinity value. This is MHC class II binding data.. This data is from Peptide-MHC class II binding affinity with 134,281 pairs from IEDB. (1) The peptide sequence is TIPQSLDSWWTSLNF. The MHC is HLA-DQA10102-DQB10602 with pseudo-sequence HLA-DQA10102-DQB10602. The binding affinity (normalized) is 0.245. (2) The peptide sequence is ENPVVHYFRNIVTPR. The MHC is DRB1_1501 with pseudo-sequence DRB1_1501. The binding affinity (normalized) is 0.714. (3) The peptide sequence is YDKFLANVSTVQTGK. The MHC is DRB3_0202 with pseudo-sequence DRB3_0202. The binding affinity (normalized) is 1.00.